This data is from NCI-60 drug combinations with 297,098 pairs across 59 cell lines. The task is: Regression. Given two drug SMILES strings and cell line genomic features, predict the synergy score measuring deviation from expected non-interaction effect. (1) Drug 1: C1=CC=C(C(=C1)C(C2=CC=C(C=C2)Cl)C(Cl)Cl)Cl. Drug 2: C1C(C(OC1N2C=NC(=NC2=O)N)CO)O. Cell line: HCC-2998. Synergy scores: CSS=13.0, Synergy_ZIP=-4.61, Synergy_Bliss=-1.35, Synergy_Loewe=-16.9, Synergy_HSA=-5.01. (2) Drug 1: CCC1=CC2CC(C3=C(CN(C2)C1)C4=CC=CC=C4N3)(C5=C(C=C6C(=C5)C78CCN9C7C(C=CC9)(C(C(C8N6C)(C(=O)OC)O)OC(=O)C)CC)OC)C(=O)OC.C(C(C(=O)O)O)(C(=O)O)O. Drug 2: CN1C(=O)N2C=NC(=C2N=N1)C(=O)N. Cell line: SW-620. Synergy scores: CSS=32.9, Synergy_ZIP=-3.24, Synergy_Bliss=-2.26, Synergy_Loewe=-15.8, Synergy_HSA=-1.75.